From a dataset of Catalyst prediction with 721,799 reactions and 888 catalyst types from USPTO. Predict which catalyst facilitates the given reaction. (1) Reactant: C(OC([NH:8][C@@H:9]([C:12]1[CH:13]=[C:14]([C:18]2[CH:23]=[CH:22][CH:21]=[C:20]([CH2:24][O:25][C:26]3[CH:31]=[CH:30][CH:29]=[CH:28][C:27]=3[CH2:32][C:33]([OH:35])=[O:34])[CH:19]=2)[CH:15]=[CH:16][CH:17]=1)[CH2:10][OH:11])=O)(C)(C)C.C(Cl)[Cl:37].Cl. Product: [NH2:8][C@@H:9]([C:12]1[CH:13]=[C:14]([C:18]2[CH:23]=[CH:22][CH:21]=[C:20]([CH2:24][O:25][C:26]3[CH:31]=[CH:30][CH:29]=[CH:28][C:27]=3[CH2:32][C:33]([OH:35])=[O:34])[CH:19]=2)[CH:15]=[CH:16][CH:17]=1)[CH2:10][OH:11].[ClH:37]. The catalyst class is: 28. (2) Reactant: [F:1][C:2]([F:12])([F:11])[O:3][C:4]1[CH:10]=[CH:9][C:7]([NH2:8])=[CH:6][CH:5]=1.CS[C:15](SC)=[CH:16][N+:17]([O-:19])=[O:18].[NH2:22][C@H:23]1[CH2:29][CH2:28][CH2:27][CH2:26][N:25]([CH2:30][C:31]([N:33]2[CH2:37][CH2:36][CH2:35][CH2:34]2)=[O:32])[C:24]1=[O:38]. Product: [N+:17]([CH:16]=[C:15]([NH:22][C@H:23]1[CH2:29][CH2:28][CH2:27][CH2:26][N:25]([CH2:30][C:31]([N:33]2[CH2:34][CH2:35][CH2:36][CH2:37]2)=[O:32])[C:24]1=[O:38])[NH:8][C:7]1[CH:9]=[CH:10][C:4]([O:3][C:2]([F:11])([F:12])[F:1])=[CH:5][CH:6]=1)([O-:19])=[O:18]. The catalyst class is: 8. (3) Reactant: C([O:5][C:6]([N:8]1[CH2:13][C@@H:12]2[CH2:14][C@H:9]1[CH2:10][NH:11]2)=O)(C)(C)C.[C:15](OC(=O)C)(=O)C.[ClH:22].O1CCOCC1. Product: [ClH:22].[C@H:9]12[CH2:14][C@H:12]([NH:11][CH2:10]1)[CH2:13][N:8]2[C:6](=[O:5])[CH3:15]. The catalyst class is: 2. (4) Reactant: [Br:1]Br.[CH3:3][N:4]1[CH2:9][CH2:8][C:7](=[C:10]2[C:19]3[CH:20]=[CH:21][CH:22]=[CH:23][C:18]=3[CH2:17][CH2:16][C:15]3[CH:14]=[CH:13][S:12][C:11]2=3)[CH2:6][CH2:5]1.C(=O)(O)[O-].[Na+]. Product: [BrH:1].[Br:1][C:13]1[S:12][C:11]2[C:10](=[C:7]3[CH2:8][CH2:9][N:4]([CH3:3])[CH2:5][CH2:6]3)[C:19]3[CH:20]=[CH:21][CH:22]=[CH:23][C:18]=3[CH2:17][CH2:16][C:15]=2[CH:14]=1. The catalyst class is: 22. (5) Reactant: [Br:1]Br.[Br:3][C:4]1[CH:5]=[CH:6][C:7]([C:10](=[O:12])[CH3:11])=[N:8][CH:9]=1. Product: [Br:1][CH2:11][C:10]([C:7]1[CH:6]=[CH:5][C:4]([Br:3])=[CH:9][N:8]=1)=[O:12]. The catalyst class is: 53. (6) Reactant: [S-:1][C:2]#[N:3].[K+].[NH2:5][C:6]1[CH:32]=[CH:31][C:9]([O:10][C:11]2[CH:12]=[C:13]([NH:17][C:18](=[O:30])[C:19]3[CH:24]=[CH:23][CH:22]=[C:21]([C:25]4([C:28]#[N:29])[CH2:27][CH2:26]4)[CH:20]=3)[CH:14]=[CH:15][CH:16]=2)=[CH:8][CH:7]=1.BrBr. Product: [NH2:3][C:2]1[S:1][C:7]2[CH:8]=[C:9]([O:10][C:11]3[CH:12]=[C:13]([NH:17][C:18](=[O:30])[C:19]4[CH:24]=[CH:23][CH:22]=[C:21]([C:25]5([C:28]#[N:29])[CH2:26][CH2:27]5)[CH:20]=4)[CH:14]=[CH:15][CH:16]=3)[CH:31]=[CH:32][C:6]=2[N:5]=1. The catalyst class is: 15.